Dataset: Forward reaction prediction with 1.9M reactions from USPTO patents (1976-2016). Task: Predict the product of the given reaction. (1) The product is: [Cl:24][C:12]1[CH:13]=[C:14]2[C:9](=[CH:10][CH:11]=1)[N:8]=[C:7]([CH:25]1[CH2:27][CH2:26]1)[C:6]([C:4]([OH:5])=[O:3])=[C:15]2[CH2:16][C:17]1[CH:22]=[CH:21][CH:20]=[CH:19][C:18]=1[Cl:23]. Given the reactants C([O:3][C:4]([C:6]1[C:7]([CH:25]2[CH2:27][CH2:26]2)=[N:8][C:9]2[C:14]([C:15]=1[CH2:16][C:17]1[CH:22]=[CH:21][CH:20]=[CH:19][C:18]=1[Cl:23])=[CH:13][C:12]([Cl:24])=[CH:11][CH:10]=2)=[O:5])C.[OH-].[Na+], predict the reaction product. (2) Given the reactants [Br:1][CH:2]([CH:16]([CH3:18])[CH3:17])[C:3]([C:5]1[CH:10]=[CH:9][C:8]([Cl:11])=[C:7]([C:12]([F:15])([F:14])[F:13])[CH:6]=1)=O.[NH:19]1[CH2:23][CH2:22][NH:21][C:20]1=[S:24], predict the reaction product. The product is: [BrH:1].[Cl:11][C:8]1[CH:9]=[CH:10][C:5]([C:3]2[N:21]3[CH2:22][CH2:23][N:19]=[C:20]3[S:24][C:2]=2[CH:16]([CH3:18])[CH3:17])=[CH:6][C:7]=1[C:12]([F:15])([F:14])[F:13]. (3) Given the reactants [CH3:1][O:2][C:3]1[C:12]([NH:13][C:14](=[O:18])OCC)=[N:11][C:10]2[C:5](=[CH:6][C:7]([O:21][CH3:22])=[C:8]([O:19][CH3:20])[CH:9]=2)[N:4]=1.[CH3:23][O:24][C:25]1[CH:26]=[C:27]([N:33]2[CH2:38][CH2:37][NH:36][CH2:35][CH2:34]2)[CH:28]=[C:29]([O:31][CH3:32])[CH:30]=1, predict the reaction product. The product is: [CH3:1][O:2][C:3]1[C:12]([NH:13][C:14]([N:36]2[CH2:35][CH2:34][N:33]([C:27]3[CH:26]=[C:25]([O:24][CH3:23])[CH:30]=[C:29]([O:31][CH3:32])[CH:28]=3)[CH2:38][CH2:37]2)=[O:18])=[N:11][C:10]2[C:5](=[CH:6][C:7]([O:21][CH3:22])=[C:8]([O:19][CH3:20])[CH:9]=2)[N:4]=1.